Dataset: Forward reaction prediction with 1.9M reactions from USPTO patents (1976-2016). Task: Predict the product of the given reaction. (1) Given the reactants F[C:2]1[CH:3]=[N:4][C:5]2[C:10]([N:11]=1)=[C:9]([C:12]1[NH:20][C:19]3[CH2:18][CH2:17][NH:16][C:15](=[O:21])[C:14]=3[CH:13]=1)[CH:8]=[CH:7][CH:6]=2.[CH3:22][C:23]1([CH3:29])[CH2:28][NH:27][CH2:26][CH2:25][NH:24]1, predict the reaction product. The product is: [CH3:22][C:23]1([CH3:29])[NH:24][CH2:25][CH2:26][N:27]([C:2]2[CH:3]=[N:4][C:5]3[C:10]([N:11]=2)=[C:9]([C:12]2[NH:20][C:19]4[CH2:18][CH2:17][NH:16][C:15](=[O:21])[C:14]=4[CH:13]=2)[CH:8]=[CH:7][CH:6]=3)[CH2:28]1. (2) Given the reactants C([O:4][C:5]1[C:14]2[C:9](=[CH:10][C:11]([O:15][CH3:16])=[CH:12][CH:13]=2)[CH:8]=[C:7]([CH3:17])[C:6]=1[C:18]1[CH:23]=[CH:22][CH:21]=[CH:20][CH:19]=1)(=O)C.C[O-].[Na+], predict the reaction product. The product is: [CH3:16][O:15][C:11]1[CH:10]=[C:9]2[C:14](=[CH:13][CH:12]=1)[C:5]([OH:4])=[C:6]([C:18]1[CH:19]=[CH:20][CH:21]=[CH:22][CH:23]=1)[C:7]([CH3:17])=[CH:8]2. (3) Given the reactants [NH2:1][C:2]1[CH:7]=[CH:6][C:5]([N:8]2[CH2:13][CH2:12][N:11]([CH2:14][C@@H:15]([OH:17])[CH3:16])[CH2:10][CH2:9]2)=[CH:4][CH:3]=1.[Cl:18][C:19]1[N:24]=[C:23](Cl)[N:22]=[CH:21][N:20]=1.C(=O)([O-])[O-].[K+].[K+].CC(N(C)C)=O, predict the reaction product. The product is: [Cl:18][C:19]1[N:24]=[CH:23][N:22]=[C:21]([NH:1][C:2]2[CH:3]=[CH:4][C:5]([N:8]3[CH2:9][CH2:10][N:11]([CH2:14][C@@H:15]([OH:17])[CH3:16])[CH2:12][CH2:13]3)=[CH:6][CH:7]=2)[N:20]=1. (4) Given the reactants C(=O)([O-])[O-].[Cs+].[Cs+].[NH:7]1[CH2:11][CH2:10][C@H:9]([CH2:12][OH:13])[CH2:8]1.I[C:15]1[CH:19]=[CH:18][S:17][CH:16]=1.CC(C)C(C1CCCCC1=O)=O, predict the reaction product. The product is: [S:17]1[CH:18]=[CH:19][C:15]([N:7]2[CH2:11][CH2:10][C@H:9]([CH2:12][OH:13])[CH2:8]2)=[CH:16]1. (5) Given the reactants [NH:1]1[CH2:6][CH2:5][CH:4]([NH:7][C:8]2[O:9][C:10]3[C:11]([CH2:17][OH:18])=[N:12][CH:13]=[CH:14][C:15]=3[N:16]=2)[CH2:3][CH2:2]1.[CH2:19]([O:21][C:22]1[CH:23]=[C:24]([CH:27]=[C:28]([O:35][CH2:36][CH3:37])[C:29]=1[N:30]1[CH:34]=[N:33][CH:32]=[N:31]1)[CH:25]=O)[CH3:20].C([BH3-])#N.[Na+].C(N(C(C)C)C(C)C)C, predict the reaction product. The product is: [CH2:36]([O:35][C:28]1[CH:27]=[C:24]([CH:23]=[C:22]([O:21][CH2:19][CH3:20])[C:29]=1[N:30]1[CH:34]=[N:33][CH:32]=[N:31]1)[CH2:25][N:1]1[CH2:2][CH2:3][CH:4]([NH:7][C:8]2[O:9][C:10]3[C:11]([CH2:17][OH:18])=[N:12][CH:13]=[CH:14][C:15]=3[N:16]=2)[CH2:5][CH2:6]1)[CH3:37].